From a dataset of Full USPTO retrosynthesis dataset with 1.9M reactions from patents (1976-2016). Predict the reactants needed to synthesize the given product. (1) Given the product [F:40][C:11]1[CH:10]=[C:9]([OH:8])[CH:14]=[CH:13][C:12]=1[C:15]1[CH:19]=[C:18]([NH:20][C:21]([NH:35][CH2:36][CH:37]([CH3:39])[CH3:38])=[N:22][C:23]([C:25]2[C:26]([C:31]([F:33])([F:34])[F:32])=[N:27][N:28]([CH3:30])[CH:29]=2)=[O:24])[NH:17][N:16]=1, predict the reactants needed to synthesize it. The reactants are: C([O:8][C:9]1[CH:14]=[CH:13][C:12]([C:15]2[CH:19]=[C:18]([NH:20][C:21]([NH:35][CH2:36][CH:37]([CH3:39])[CH3:38])=[N:22][C:23]([C:25]3[C:26]([C:31]([F:34])([F:33])[F:32])=[N:27][N:28]([CH3:30])[CH:29]=3)=[O:24])[NH:17][N:16]=2)=[C:11]([F:40])[CH:10]=1)C1C=CC=CC=1.C([O-])=O.[NH4+]. (2) Given the product [CH2:1]([O:3][C:4]([C:6]1[C:15]2[C:10](=[CH:11][C:12]([C:17]#[C:18][C:28]3[CH:29]=[CH:30][C:25]([CH2:24][C:23]([O:22][CH3:21])=[O:33])=[C:26]([F:32])[CH:27]=3)=[C:13]([CH3:16])[CH:14]=2)[C:9]([CH3:19])([CH3:20])[CH2:8][CH:7]=1)=[O:5])[CH3:2], predict the reactants needed to synthesize it. The reactants are: [CH2:1]([O:3][C:4]([C:6]1[C:15]2[C:10](=[CH:11][C:12]([C:17]#[CH:18])=[C:13]([CH3:16])[CH:14]=2)[C:9]([CH3:20])([CH3:19])[CH2:8][CH:7]=1)=[O:5])[CH3:2].[CH3:21][O:22][C:23](=[O:33])[CH2:24][C:25]1[CH:30]=[CH:29][C:28](I)=[CH:27][C:26]=1[F:32].C(N(CC)CC)C.C(OCC)(=O)C. (3) Given the product [O:12]=[C:6]1[NH:7][C:8]2[N:9]=[CH:10][CH:11]=[C:2]([O:24][C:25]3[CH:30]=[CH:29][C:28]([NH:31][C:32](=[O:39])[C:33]4[CH:38]=[CH:37][CH:36]=[CH:35][CH:34]=4)=[CH:27][CH:26]=3)[C:3]=2[CH:4]=[CH:5]1, predict the reactants needed to synthesize it. The reactants are: Cl[C:2]1[CH:11]=[CH:10][N:9]=[C:8]2[C:3]=1[C:4]1C=CC=C[C:5]=1[C:6](=[O:12])[NH:7]2.Cl.CCOCC.Cl.[OH:24][C:25]1[CH:30]=[CH:29][C:28]([NH:31][C:32](=[O:39])[C:33]2[CH:38]=[CH:37][CH:36]=[CH:35][CH:34]=2)=[CH:27][CH:26]=1. (4) The reactants are: [F:1][C:2]1[CH:7]=[CH:6][C:5]([C:8]2[O:9][C:10]3[CH:20]=[C:19]([CH2:21][CH2:22][C:23]([O:25][CH3:26])=[O:24])[C:18]([C:27]4[CH:28]=[C:29]([CH:33]=[CH:34][CH:35]=4)[C:30](O)=[O:31])=[CH:17][C:11]=3[C:12]=2[C:13](=[O:16])[NH:14][CH3:15])=[CH:4][CH:3]=1.Cl.[C:37]12([NH2:42])[CH2:41][CH:39]([CH2:40]1)[CH2:38]2.CCN(C(C)C)C(C)C.CN(C(ON1N=NC2C=CC=NC1=2)=[N+](C)C)C.F[P-](F)(F)(F)(F)F. Given the product [C:37]12([NH:42][C:30]([C:29]3[CH:28]=[C:27]([C:18]4[C:19]([CH2:21][CH2:22][C:23]([O:25][CH3:26])=[O:24])=[CH:20][C:10]5[O:9][C:8]([C:5]6[CH:6]=[CH:7][C:2]([F:1])=[CH:3][CH:4]=6)=[C:12]([C:13](=[O:16])[NH:14][CH3:15])[C:11]=5[CH:17]=4)[CH:35]=[CH:34][CH:33]=3)=[O:31])[CH2:41][CH:39]([CH2:40]1)[CH2:38]2, predict the reactants needed to synthesize it. (5) The reactants are: [CH:1]1[C:10]2[C:5](=[CH:6][CH:7]=[CH:8][CH:9]=2)[CH:4]=[CH:3][C:2]=1[CH2:11][C:12]([OH:14])=O.[NH2:15][C@H:16]([C:18]([OH:20])=[O:19])[CH3:17]. Given the product [CH2:1]([O:19][C:18](=[O:20])[C@H:16]([CH3:17])[NH:15][C:12](=[O:14])[CH2:11][C:2]1[CH:3]=[CH:4][C:5]2[C:10](=[CH:9][CH:8]=[CH:7][CH:6]=2)[CH:1]=1)[CH:2]([CH3:11])[CH3:3], predict the reactants needed to synthesize it. (6) Given the product [Cl:1][C:2]1[CH:7]=[CH:6][C:5]([O:8][CH2:17][C:18]2[CH:23]=[CH:22][CH:21]=[CH:20][CH:19]=2)=[C:4]([CH2:9][OH:10])[CH:3]=1, predict the reactants needed to synthesize it. The reactants are: [Cl:1][C:2]1[CH:7]=[CH:6][C:5]([OH:8])=[C:4]([CH2:9][OH:10])[CH:3]=1.C(=O)([O-])[O-].[K+].[K+].[CH2:17](Br)[C:18]1[CH:23]=[CH:22][CH:21]=[CH:20][CH:19]=1. (7) Given the product [Cl:1][C:2]1[C:10]2[N:9]=[C:8]([C:11]([F:14])([F:12])[F:13])[N:7]([CH2:15][C:16]([F:17])([F:18])[F:19])[C:6]=2[CH:5]=[CH:4][C:3]=1[OH:20], predict the reactants needed to synthesize it. The reactants are: [Cl:1][C:2]1[C:10]2[N:9]=[C:8]([C:11]([F:14])([F:13])[F:12])[N:7]([CH2:15][C:16]([F:19])([F:18])[F:17])[C:6]=2[CH:5]=[CH:4][C:3]=1[O:20]C.B(Br)(Br)Br. (8) Given the product [Na+:53].[F:21][C:18]1[CH:19]=[CH:20][C:15]([C:14]2[C:13]([C:22]3[CH:23]=[CH:24][C:25]([F:28])=[CH:26][CH:27]=3)=[C:12]([C:29](=[O:41])[NH:30][C:31]3[CH:36]=[CH:35][C:34]([S:37](=[O:39])(=[O:40])[NH2:38])=[CH:33][CH:32]=3)[N:11]([CH:42]([CH3:44])[CH3:43])[C:10]=2[CH2:9][CH2:8][C@@H:7]([OH:45])[CH2:6][C@@H:5]([OH:46])[CH2:4][C:3]([O-:47])=[O:2])=[CH:16][CH:17]=1, predict the reactants needed to synthesize it. The reactants are: C[O:2][C:3](=[O:47])[CH2:4][C@H:5]([OH:46])[CH2:6][C@H:7]([OH:45])[CH2:8][CH2:9][C:10]1[N:11]([CH:42]([CH3:44])[CH3:43])[C:12]([C:29](=[O:41])[NH:30][C:31]2[CH:36]=[CH:35][C:34]([S:37](=[O:40])(=[O:39])[NH2:38])=[CH:33][CH:32]=2)=[C:13]([C:22]2[CH:27]=[CH:26][C:25]([F:28])=[CH:24][CH:23]=2)[C:14]=1[C:15]1[CH:20]=[CH:19][C:18]([F:21])=[CH:17][CH:16]=1.C(O)C.O.[OH-].[Na+:53].